The task is: Regression. Given two drug SMILES strings and cell line genomic features, predict the synergy score measuring deviation from expected non-interaction effect.. This data is from NCI-60 drug combinations with 297,098 pairs across 59 cell lines. (1) Cell line: HL-60(TB). Drug 1: C1=NC2=C(N1)C(=S)N=C(N2)N. Drug 2: C1=CN(C(=O)N=C1N)C2C(C(C(O2)CO)O)O.Cl. Synergy scores: CSS=74.8, Synergy_ZIP=-11.0, Synergy_Bliss=-14.5, Synergy_Loewe=-11.7, Synergy_HSA=-9.18. (2) Drug 1: CN1C(=O)N2C=NC(=C2N=N1)C(=O)N. Drug 2: CCCCCOC(=O)NC1=NC(=O)N(C=C1F)C2C(C(C(O2)C)O)O. Cell line: HS 578T. Synergy scores: CSS=-2.60, Synergy_ZIP=0.430, Synergy_Bliss=-4.12, Synergy_Loewe=-6.54, Synergy_HSA=-7.71. (3) Drug 1: CC1=C2C(C(=O)C3(C(CC4C(C3C(C(C2(C)C)(CC1OC(=O)C(C(C5=CC=CC=C5)NC(=O)C6=CC=CC=C6)O)O)OC(=O)C7=CC=CC=C7)(CO4)OC(=O)C)O)C)OC(=O)C. Drug 2: CN(CCCl)CCCl.Cl. Cell line: DU-145. Synergy scores: CSS=53.1, Synergy_ZIP=9.06, Synergy_Bliss=15.4, Synergy_Loewe=-23.1, Synergy_HSA=0.666. (4) Drug 1: C1=NC2=C(N1)C(=S)N=C(N2)N. Drug 2: COC1=NC(=NC2=C1N=CN2C3C(C(C(O3)CO)O)O)N. Cell line: HOP-62. Synergy scores: CSS=39.9, Synergy_ZIP=2.64, Synergy_Bliss=3.89, Synergy_Loewe=-7.98, Synergy_HSA=2.45. (5) Drug 1: CC1=C2C(C(=O)C3(C(CC4C(C3C(C(C2(C)C)(CC1OC(=O)C(C(C5=CC=CC=C5)NC(=O)OC(C)(C)C)O)O)OC(=O)C6=CC=CC=C6)(CO4)OC(=O)C)OC)C)OC. Drug 2: C1CCC(CC1)NC(=O)N(CCCl)N=O. Cell line: SF-268. Synergy scores: CSS=32.6, Synergy_ZIP=-4.83, Synergy_Bliss=-8.30, Synergy_Loewe=-9.84, Synergy_HSA=-3.57. (6) Drug 1: CC1=C(C=C(C=C1)NC2=NC=CC(=N2)N(C)C3=CC4=NN(C(=C4C=C3)C)C)S(=O)(=O)N.Cl. Drug 2: CC1CCCC2(C(O2)CC(NC(=O)CC(C(C(=O)C(C1O)C)(C)C)O)C(=CC3=CSC(=N3)C)C)C. Cell line: OVCAR-4. Synergy scores: CSS=7.98, Synergy_ZIP=-0.915, Synergy_Bliss=3.36, Synergy_Loewe=3.21, Synergy_HSA=2.87.